Dataset: Reaction yield outcomes from USPTO patents with 853,638 reactions. Task: Predict the reaction yield, written as a fraction of the theoretical maximum amount of product (1.0 means a 100% yield; for example, 0.34 means a 34% yield). (1) The reactants are C(OC(=O)[NH:5][CH2:6][C@@H:7]1[CH2:11][CH2:10][N:9]([CH2:12][CH2:13][C:14]2[C:23]3[C:18](=[CH:19][CH:20]=[C:21]([O:24][CH3:25])[N:22]=3)[N:17]=[CH:16][CH:15]=2)[CH2:8]1)C.C(=O)([O-])[O-].[K+].[K+]. The catalyst is CO.O. The product is [CH3:25][O:24][C:21]1[N:22]=[C:23]2[C:18](=[CH:19][CH:20]=1)[N:17]=[CH:16][CH:15]=[C:14]2[CH2:13][CH2:12][N:9]1[CH2:10][CH2:11][C@@H:7]([CH2:6][NH2:5])[CH2:8]1. The yield is 0.990. (2) The reactants are [CH2:1]([O:3][C:4]([C:6]1[C:11]([Cl:12])=[CH:10][C:9](=[O:13])[N:8]([CH3:14])[CH:7]=1)=[O:5])[CH3:2].C1C(=O)N([Cl:22])C(=O)C1. The catalyst is CN(C=O)C.CCOC(C)=O. The product is [CH2:1]([O:3][C:4]([C:6]1[C:11]([Cl:12])=[C:10]([Cl:22])[C:9](=[O:13])[N:8]([CH3:14])[CH:7]=1)=[O:5])[CH3:2]. The yield is 0.950. (3) The reactants are OC[C@@H:3]1[N:8]([C:9]([O:11][CH2:12]C2C=CC=CC=2)=[O:10])[CH2:7][C@@H:6]([C:19]([O:21]C)=[O:20])[CH2:5][CH2:4]1.[Li+].[OH-]. The product is [O:10]=[C:9]1[N:8]2[CH2:7][C@@H:6]([C:19]([OH:21])=[O:20])[CH2:5][CH2:4][C@@H:3]2[CH2:12][O:11]1. The catalyst is O1CCCC1.O. The yield is 1.00. (4) The reactants are [Cl:1][C:2]1[CH:10]=[CH:9][C:5]([C:6]([OH:8])=O)=[CH:4][C:3]=1[OH:11].[CH2:12]1[C@H:21]2[C@H:16]([CH2:17][CH2:18][C:19]3[CH:25]=[CH:24][CH:23]=[CH:22][C:20]=32)[NH:15][CH2:14][CH2:13]1.F[P-](F)(F)(F)(F)F.N1(OC(N(C)C)=[N+](C)C)C2N=CC=CC=2N=N1. No catalyst specified. The product is [Cl:1][C:2]1[CH:10]=[CH:9][C:5]([C:6]([N:15]2[C@@H:16]3[C@@H:21]([C:20]4[CH:22]=[CH:23][CH:24]=[CH:25][C:19]=4[CH2:18][CH2:17]3)[CH2:12][CH2:13][CH2:14]2)=[O:8])=[CH:4][C:3]=1[OH:11]. The yield is 0.460. (5) The yield is 0.310. The catalyst is C1COCC1.[OH-].[OH-].[Pd+2]. The product is [CH2:1]([C@H:3]1[C@@H:7]([C:8]2[N:12]3[C:13]4[CH:19]=[CH:18][NH:17][C:14]=4[N:15]=[CH:16][C:11]3=[N:10][N:9]=2)[CH2:6][C@H:5]([CH2:20][C:21]([O:23][CH2:24][CH3:25])=[O:22])[CH2:4]1)[CH3:2]. The reactants are [CH2:1]([C@H:3]1[C@@H:7]([C:8]2[N:12]3[C:13]4[CH:19]=[CH:18][NH:17][C:14]=4[N:15]=[CH:16][C:11]3=[N:10][N:9]=2)[CH2:6]/[C:5](=[CH:20]/[C:21]([O:23][CH2:24][CH3:25])=[O:22])/[CH2:4]1)[CH3:2]. (6) The reactants are C1(C[NH:8][C:9]2[C:14]3[CH2:15][O:16][CH2:17][C:18]4[CH:23]=[C:22]([O:24][CH3:25])[C:21]([O:26][CH3:27])=[C:20]([O:28][CH3:29])[C:19]=4[C:13]=3[CH:12]=[CH:11][C:10]=2[O:30][CH3:31])C=CC=CC=1. The catalyst is [Pd].C(OCC)(=O)C. The product is [CH3:31][O:30][C:10]1[CH:11]=[CH:12][C:13]2[C:19]3[C:20]([O:28][CH3:29])=[C:21]([O:26][CH3:27])[C:22]([O:24][CH3:25])=[CH:23][C:18]=3[CH2:17][O:16][CH2:15][C:14]=2[C:9]=1[NH2:8]. The yield is 0.240.